From a dataset of Human Reference Interactome with 51,813 positive PPI pairs across 8,248 proteins, plus equal number of experimentally-validated negative pairs. Binary Classification. Given two protein amino acid sequences, predict whether they physically interact or not. Protein 1 (ENSG00000178741) has sequence MLGAALRRCAVAATTRADPRGLLHSARTPGPAVAIQSVRCYSHGSQETDEEFDARWVTYFNKPDIDAWELRKGINTLVTYDMVPEPKIIDAALRACRRLNDFASTVRILEVVKDKAGPHKEIYPYVIQELRPTLNELGISTPEELGLDKV*MLGAALRRCAVAATTRADPRGLLHSARTPGPAVAIQSVRCYSHGSQETDEEFDARWVTYFNKPDIDAWELRKDGLPQGFIDIAT*MLGAALRRCAVAATTRADPRGLLHSARTPGPAVGINTLVTYDMVPEPKIIDAALRACRRLNDFA.... Protein 2 (ENSG00000100226) has sequence MATERSRSAMDSPVPASMFAPEPSSPGAARAAAAAARLHGGFDSDCSEDGEALNGEPELDLTSKLVLVSPTSEQYDSLLRQMWERMDEGCGETIYVIGQGSDGTEYGLSEADMEASYATVKSMAEQIEADVILLRERQEAGGRVRDYLVRKRVGDNDFLEVRVAVVGNVDAGKSTLLGVLTHGELDNGRGFARQKLFRHKHEIESGRTSSVGNDILGFDSEGNVVNKPDSHGGSLEWTKICEKSTKVITFIDLAGHEKYLKTTVFGMTGHLPDFCMLMVGSNAGIVGMTKEHLGLALALN.... Result: 0 (the proteins do not interact).